This data is from Full USPTO retrosynthesis dataset with 1.9M reactions from patents (1976-2016). The task is: Predict the reactants needed to synthesize the given product. (1) Given the product [N+:1]([C:4]1[CH:14]=[CH:13][C:7]2[NH:8][CH2:9][CH2:10][O:11][C:6]=2[CH:5]=1)([O-:3])=[O:2], predict the reactants needed to synthesize it. The reactants are: [N+:1]([C:4]1[CH:14]=[CH:13][C:7]2[NH:8][C:9](=O)[CH2:10][O:11][C:6]=2[CH:5]=1)([O-:3])=[O:2].B.C1COCC1. (2) Given the product [CH2:1]([O:3][C:4](=[O:29])[CH2:5][CH:6]([C:22]1[CH:23]=[N:24][C:25]([CH3:28])=[N:26][CH:27]=1)[CH2:7][CH2:8][CH2:9][CH2:10][CH2:11][CH2:12][CH2:13][NH2:14])[CH3:2], predict the reactants needed to synthesize it. The reactants are: [CH2:1]([O:3][C:4](=[O:29])[CH2:5][CH:6]([C:22]1[CH:23]=[N:24][C:25]([CH3:28])=[N:26][CH:27]=1)[CH2:7][CH2:8][CH2:9][CH2:10][CH2:11][CH2:12][CH2:13][NH:14]C(OC(C)(C)C)=O)[CH3:2].Cl. (3) Given the product [O:21]1[CH:25]=[CH:24][CH:23]=[C:22]1[CH:26]1[C:3]([C:4]([O:6][CH2:7][C:8]2[CH:13]=[CH:12][CH:11]=[C:10]([O:14][CH3:15])[CH:9]=2)=[O:5])=[C:2]([CH3:16])[NH:20][C:18](=[O:19])[NH:17]1, predict the reactants needed to synthesize it. The reactants are: O=[C:2]([CH3:16])[CH2:3][C:4]([O:6][CH2:7][C:8]1[CH:13]=[CH:12][CH:11]=[C:10]([O:14][CH3:15])[CH:9]=1)=[O:5].[NH2:17][C:18]([NH2:20])=[O:19].[O:21]1[CH:25]=[CH:24][CH:23]=[C:22]1[CH:26]=O.